From a dataset of Reaction yield outcomes from USPTO patents with 853,638 reactions. Predict the reaction yield, written as a fraction of the theoretical maximum amount of product (1.0 means a 100% yield; for example, 0.34 means a 34% yield). (1) The reactants are [OH:1][C:2]1[CH:14]=[CH:13][C:12]2[C:11]3[C:6](=[CH:7][C:8]([N:15]([CH3:18])[CH:16]=[O:17])=[CH:9][CH:10]=3)[N:5]([C:19]([O:21][C:22]([CH3:25])([CH3:24])[CH3:23])=[O:20])[C:4]=2[CH:3]=1.[CH3:26][C:27]1[CH:32]=[CH:31][C:30]([S:33]([O:36][CH2:37][CH2:38][O:39][CH2:40][CH2:41][O:42][CH2:43][CH2:44]F)(=[O:35])=[O:34])=[CH:29][CH:28]=1.C([O-])([O-])=O.[Cs+].[Cs+]. The catalyst is CN1C(=O)CCC1.CCOC(C)=O. The product is [CH3:18][N:15]([C:8]1[CH:9]=[CH:10][C:11]2[C:12]3[C:4](=[CH:3][C:2]([O:1][CH2:44][CH2:43][O:42][CH2:41][CH2:40][O:39][CH2:38][CH2:37][O:36][S:33]([C:30]4[CH:29]=[CH:28][C:27]([CH3:26])=[CH:32][CH:31]=4)(=[O:35])=[O:34])=[CH:14][CH:13]=3)[N:5]([C:19]([O:21][C:22]([CH3:25])([CH3:24])[CH3:23])=[O:20])[C:6]=2[CH:7]=1)[CH:16]=[O:17]. The yield is 0.630. (2) The catalyst is ClCCl.C([O-])(O)=O.[Na+]. The yield is 0.760. The reactants are C[O:2][C:3]1[CH:8]=[CH:7][C:6]([N:9]2[C:17]3[C:16]4[CH:18]=[CH:19][CH:20]=[CH:21][C:15]=4[CH2:14][CH2:13][C:12]=3[C:11]([CH3:22])=[N:10]2)=[CH:5][CH:4]=1.B(Br)(Br)Br. The product is [CH3:22][C:11]1[C:12]2[CH2:13][CH2:14][C:15]3[CH:21]=[CH:20][CH:19]=[CH:18][C:16]=3[C:17]=2[N:9]([C:6]2[CH:5]=[CH:4][C:3]([OH:2])=[CH:8][CH:7]=2)[N:10]=1. (3) The reactants are [C:1]([O:5][C:6]([NH:8][CH2:9][CH2:10][CH2:11][CH2:12][CH2:13][NH2:14])=[O:7])([CH3:4])([CH3:3])[CH3:2].C(N(CC)CC)C.[Cl:22][CH2:23][CH2:24][S:25](Cl)(=[O:27])=[O:26]. The catalyst is ClCCl. The product is [C:1]([O:5][C:6]([NH:8][CH2:9][CH2:10][CH2:11][CH2:12][CH2:13][NH:14][S:25]([CH2:24][CH2:23][Cl:22])(=[O:27])=[O:26])=[O:7])([CH3:4])([CH3:3])[CH3:2]. The yield is 1.00. (4) The reactants are O=[C:2]1[C:11]2[C:6](=[CH:7][CH:8]=[CH:9][CH:10]=2)[C:5]2C(=O)C3C=CC=CC=3[C:4]=2[NH:3]1.[BH4-].[Na+]. The catalyst is CCO. The product is [CH:2]1[C:11]2[C:6](=[CH:7][CH:8]=[CH:9][CH:10]=2)[CH:5]=[CH:4][N:3]=1. The yield is 0.920. (5) The reactants are [Br:1][C:2]1[C:3]([O:18][C:19]2[C:24]([CH3:25])=[CH:23][C:22]([C:26]#[N:27])=[CH:21][C:20]=2[CH3:28])=[N:4][C:5]([NH:9][C:10]2[CH:17]=[CH:16][C:13]([C:14]#[N:15])=[CH:12][CH:11]=2)=[N:6][C:7]=1Cl.[NH3:29].O1CCOCC1. The catalyst is O. The product is [NH2:29][C:7]1[C:2]([Br:1])=[C:3]([O:18][C:19]2[C:24]([CH3:25])=[CH:23][C:22]([C:26]#[N:27])=[CH:21][C:20]=2[CH3:28])[N:4]=[C:5]([NH:9][C:10]2[CH:17]=[CH:16][C:13]([C:14]#[N:15])=[CH:12][CH:11]=2)[N:6]=1. The yield is 0.405.